From a dataset of Forward reaction prediction with 1.9M reactions from USPTO patents (1976-2016). Predict the product of the given reaction. (1) Given the reactants [C:1]([C:3]1[CH:4]=[C:5]([N:19]([CH3:28])[CH2:20][C:21]([O:23]C(C)(C)C)=[O:22])[CH:6]=[CH:7][C:8]=1[O:9][C:10]1[CH:15]=[CH:14][C:13]([N+:16]([O-:18])=[O:17])=[CH:12][N:11]=1)#[N:2].FC(F)(F)C(O)=O, predict the reaction product. The product is: [C:1]([C:3]1[CH:4]=[C:5]([N:19]([CH3:28])[CH2:20][C:21]([OH:23])=[O:22])[CH:6]=[CH:7][C:8]=1[O:9][C:10]1[CH:15]=[CH:14][C:13]([N+:16]([O-:18])=[O:17])=[CH:12][N:11]=1)#[N:2]. (2) Given the reactants C([O:5][C:6](=[O:20])[C:7]([S:10][C:11]1[S:12][CH:13]=[C:14]([CH2:16][C:17](O)=O)[N:15]=1)([CH3:9])[CH3:8])(C)(C)C.[Cl:21][C:22]1[CH:27]=[CH:26][C:25]([C:28]2[CH:32]=[C:31]([NH2:33])[NH:30][N:29]=2)=[CH:24][CH:23]=1.FC(F)(F)C(O)=O, predict the reaction product. The product is: [Cl:21][C:22]1[CH:23]=[CH:24][C:25]([C:28]2[CH:32]=[C:31]([NH:33][CH2:17][CH2:16][C:14]3[N:15]=[C:11]([S:10][C:7]([CH3:8])([CH3:9])[C:6]([OH:5])=[O:20])[S:12][CH:13]=3)[NH:30][N:29]=2)=[CH:26][CH:27]=1. (3) Given the reactants [CH3:1][O:2][C:3]([C:5]1[N:6]=[C:7](Br)[C:8]2[C:13]([C:14]=1[OH:15])=[CH:12][CH:11]=[C:10]([O:16][C:17]1[CH:22]=[CH:21][CH:20]=[CH:19][CH:18]=1)[CH:9]=2)=[O:4].[Sn](C)(C)(C)[CH3:25], predict the reaction product. The product is: [CH3:1][O:2][C:3]([C:5]1[N:6]=[C:7]([CH3:25])[C:8]2[C:13]([C:14]=1[OH:15])=[CH:12][CH:11]=[C:10]([O:16][C:17]1[CH:22]=[CH:21][CH:20]=[CH:19][CH:18]=1)[CH:9]=2)=[O:4]. (4) Given the reactants [Si:1]([O:8][CH2:9][CH2:10][N:11]([CH2:26][C:27](=[O:51])[N:28]([CH2:41][CH2:42][O:43][Si:44]([C:47]([CH3:50])([CH3:49])[CH3:48])([CH3:46])[CH3:45])[CH2:29][CH2:30][C:31]([O:33]CC1C=CC=CC=1)=[O:32])[C:12](=[O:25])[CH2:13][NH:14]C(=O)OCC1C=CC=CC=1)([C:4]([CH3:7])([CH3:6])[CH3:5])([CH3:3])[CH3:2], predict the reaction product. The product is: [NH2:14][CH2:13][C:12]([N:11]([CH2:26][C:27](=[O:51])[N:28]([CH2:41][CH2:42][O:43][Si:44]([C:47]([CH3:50])([CH3:49])[CH3:48])([CH3:45])[CH3:46])[CH2:29][CH2:30][C:31]([OH:33])=[O:32])[CH2:10][CH2:9][O:8][Si:1]([CH3:3])([CH3:2])[C:4]([CH3:5])([CH3:6])[CH3:7])=[O:25]. (5) Given the reactants [N+:1]([C:4]1[CH:9]=[CH:8][C:7]([N:10]2[C:14]([CH2:15]O)=[CH:13][C:12]([C:17]([F:20])([F:19])[F:18])=[N:11]2)=[CH:6][CH:5]=1)([O-:3])=[O:2].C(N(S(F)(F)[F:27])CC)C, predict the reaction product. The product is: [F:27][CH2:15][C:14]1[N:10]([C:7]2[CH:8]=[CH:9][C:4]([N+:1]([O-:3])=[O:2])=[CH:5][CH:6]=2)[N:11]=[C:12]([C:17]([F:20])([F:19])[F:18])[CH:13]=1. (6) Given the reactants [Br:1][C:2]1[CH:3]=[CH:4][C:5]([S:17]([CH:20](C)C)(=[O:19])=[O:18])=[C:6]([NH:8][C:9]2[C:14]([Cl:15])=[CH:13][N:12]=[C:11]([Cl:16])[N:10]=2)[CH:7]=1.BrC1C=CC(S(C(C)C)(=O)=O)=C(N)C=1, predict the reaction product. The product is: [Cl:16][C:11]1[N:10]=[C:9]([NH2:8])[C:14]([Cl:15])=[CH:13][N:12]=1.[Br:1][C:2]1[CH:3]=[CH:4][C:5]([S:17]([CH3:20])(=[O:18])=[O:19])=[C:6]([NH:8][C:9]2[C:14]([Cl:15])=[CH:13][N:12]=[C:11]([Cl:16])[N:10]=2)[CH:7]=1. (7) Given the reactants [CH2:1]([O:8][C@H:9]1[C:13]([CH2:20][O:21]S(C)(=O)=O)([CH2:14][O:15]S(C)(=O)=O)[O:12][C@@H:11]([N:26]2[CH:34]=[C:32]([CH3:33])[C:30](=[O:31])[NH:29][C:27]2=[O:28])[C@@H:10]1OS(C)(=O)=O)[C:2]1[CH:7]=[CH:6][CH:5]=[CH:4][CH:3]=1.[OH-].[Na+], predict the reaction product. The product is: [OH:21][CH2:20][C@:13]12[C@H:9]([O:8][CH2:1][C:2]3[CH:3]=[CH:4][CH:5]=[CH:6][CH:7]=3)[C@H:10]([O:15][CH2:14]1)[C@H:11]([N:26]1[CH:34]=[C:32]([CH3:33])[C:30](=[O:31])[NH:29][C:27]1=[O:28])[O:12]2. (8) Given the reactants [Cl-].O[NH3+:3].[C:4](=[O:7])([O-])[OH:5].[Na+].CS(C)=O.[CH3:13][C:14]1([CH3:50])[CH2:18][C:17]2[CH:19]=[C:20]([N:23]3[C:28](=[O:29])[C:27]([CH2:30][C:31]4[CH:36]=[CH:35][C:34]([C:37]5[C:38]([C:43]#[N:44])=[CH:39][CH:40]=[CH:41][CH:42]=5)=[CH:33][CH:32]=4)=[C:26]([CH2:45][CH2:46][CH3:47])[N:25]=[C:24]3[O:48][CH3:49])[CH:21]=[CH:22][C:16]=2[O:15]1, predict the reaction product. The product is: [CH3:50][C:14]1([CH3:13])[CH2:18][C:17]2[CH:19]=[C:20]([N:23]3[C:28](=[O:29])[C:27]([CH2:30][C:31]4[CH:36]=[CH:35][C:34]([C:37]5[CH:42]=[CH:41][CH:40]=[CH:39][C:38]=5[C:43]5[NH:3][C:4](=[O:7])[O:5][N:44]=5)=[CH:33][CH:32]=4)=[C:26]([CH2:45][CH2:46][CH3:47])[N:25]=[C:24]3[O:48][CH3:49])[CH:21]=[CH:22][C:16]=2[O:15]1. (9) Given the reactants C(OC([N:8]([C:22]1[N:23]=[C:24]2[CH:29]=[CH:28][CH:27]=[CH:26][N:25]2[C:30]=1[CH3:31])[S:9]([C:12]1[CH:21]=[CH:20][C:15]([C:16]([O:18][CH3:19])=[O:17])=[CH:14][CH:13]=1)(=[O:11])=[O:10])=O)(C)(C)C.Cl, predict the reaction product. The product is: [CH3:31][C:30]1[N:25]2[CH:26]=[CH:27][CH:28]=[CH:29][C:24]2=[N:23][C:22]=1[NH:8][S:9]([C:12]1[CH:21]=[CH:20][C:15]([C:16]([O:18][CH3:19])=[O:17])=[CH:14][CH:13]=1)(=[O:11])=[O:10]. (10) Given the reactants [BrH:1].[C:2]1([C:9]2[CH:14]=[CH:13][CH:12]=[CH:11][CH:10]=2)[CH:7]=[CH:6][C:5]([NH2:8])=[CH:4][CH:3]=1.N, predict the reaction product. The product is: [Br:1][C:6]1[CH:7]=[C:2]([C:9]2[CH:14]=[CH:13][CH:12]=[CH:11][CH:10]=2)[CH:3]=[CH:4][C:5]=1[NH2:8].